Dataset: Peptide-MHC class I binding affinity with 185,985 pairs from IEDB/IMGT. Task: Regression. Given a peptide amino acid sequence and an MHC pseudo amino acid sequence, predict their binding affinity value. This is MHC class I binding data. The peptide sequence is FVFNGTSWFI. The MHC is HLA-A68:02 with pseudo-sequence HLA-A68:02. The binding affinity (normalized) is 1.00.